Task: Predict the reaction yield, written as a fraction of the theoretical maximum amount of product (1.0 means a 100% yield; for example, 0.34 means a 34% yield).. Dataset: Reaction yield outcomes from USPTO patents with 853,638 reactions (1) The reactants are [NH2:1][C@H:2]([CH3:24])[C@H:3]([NH:8][C:9](=[O:23])[C:10]1[CH:15]=[CH:14][C:13]([C:16]#[C:17][C:18]#[C:19][CH2:20][CH2:21][OH:22])=[CH:12][CH:11]=1)[C:4]([NH:6][OH:7])=[O:5].C=O.[CH3:27]CN(C(C)C)C(C)C.C([BH3-])#N.[Na+].C(O)(C(F)(F)F)=O. The catalyst is CN(C=O)C.O.CO. The product is [OH:7][NH:6][C:4](=[O:5])[C@@H:3]([NH:8][C:9](=[O:23])[C:10]1[CH:15]=[CH:14][C:13]([C:16]#[C:17][C:18]#[C:19][CH2:20][CH2:21][OH:22])=[CH:12][CH:11]=1)[C@H:2]([NH:1][CH3:27])[CH3:24]. The yield is 0.365. (2) The reactants are [Cl:1][C:2]1[CH:7]=[C:6]([Cl:8])[N:5]=[C:4]([S:9]([CH3:12])(=O)=O)[N:3]=1.[F:13][C:14]([F:27])([F:26])[CH2:15][C:16]([NH:18][C:19]1[CH:24]=[CH:23]C(S)=[CH:21][CH:20]=1)=[O:17].C(N(CC)CC)C. The catalyst is C(#N)C. The product is [Cl:1][C:2]1[CH:7]=[C:6]([Cl:8])[N:5]=[C:4]([S:9][C:12]2[CH:21]=[CH:20][C:19]([NH:18][C:16](=[O:17])[CH2:15][C:14]([F:27])([F:13])[F:26])=[CH:24][CH:23]=2)[N:3]=1. The yield is 0.560. (3) The reactants are [CH3:1][O:2][CH2:3][CH2:4][O:5][C:6]1[CH:7]=[C:8]2[C:12](=[C:13]([N+:15]([O-:17])=[O:16])[CH:14]=1)[NH:11][C:10]([C:18]([OH:20])=O)=[CH:9]2.[CH2:21]([S:28][CH:29]([CH:32]([O:35][CH3:36])[O:33][CH3:34])[CH2:30][NH2:31])[C:22]1[CH:27]=[CH:26][CH:25]=[CH:24][CH:23]=1.N1(O)C2C=CC=CC=2N=N1.Cl.CN(C)CCCN=C=NCC. The catalyst is CCCCCC.C(OCC)(=O)C.CN(C)C=O. The product is [CH2:21]([S:28][CH:29]([CH:32]([O:33][CH3:34])[O:35][CH3:36])[CH2:30][NH:31][C:18]([C:10]1[NH:11][C:12]2[C:8]([CH:9]=1)=[CH:7][C:6]([O:5][CH2:4][CH2:3][O:2][CH3:1])=[CH:14][C:13]=2[N+:15]([O-:17])=[O:16])=[O:20])[C:22]1[CH:27]=[CH:26][CH:25]=[CH:24][CH:23]=1. The yield is 0.970. (4) The reactants are [CH2:1]([C:3]1[C:4]([OH:16])=[C:5](C(OCC)=O)[C:6](=[O:10])[NH:7][C:8]=1[CH3:9])[CH3:2].C([O-])(O)=O.[Na+]. The catalyst is Cl. The product is [CH2:1]([C:3]1[C:4]([OH:16])=[CH:5][C:6](=[O:10])[NH:7][C:8]=1[CH3:9])[CH3:2]. The yield is 0.540.